From a dataset of TCR-epitope binding with 47,182 pairs between 192 epitopes and 23,139 TCRs. Binary Classification. Given a T-cell receptor sequence (or CDR3 region) and an epitope sequence, predict whether binding occurs between them. The epitope is TLIGDCATV. The TCR CDR3 sequence is CSVIKSGNTIYF. Result: 1 (the TCR binds to the epitope).